The task is: Predict the product of the given reaction.. This data is from Forward reaction prediction with 1.9M reactions from USPTO patents (1976-2016). Given the reactants [OH-].[Na+].[CH2:3]([O:7][C:8]1[CH:13]=[CH:12][C:11]([NH:14][C:15](=[O:38])[N:16]([C:19]2[CH:20]=[C:21]([C:25]3[CH:30]=[CH:29][C:28]([CH2:31][CH2:32][C:33]([O:35]CC)=[O:34])=[CH:27][CH:26]=3)[CH:22]=[CH:23][CH:24]=2)[CH2:17][CH3:18])=[CH:10][CH:9]=1)[CH2:4][CH2:5][CH3:6], predict the reaction product. The product is: [CH2:3]([O:7][C:8]1[CH:9]=[CH:10][C:11]([NH:14][C:15](=[O:38])[N:16]([C:19]2[CH:20]=[C:21]([C:25]3[CH:26]=[CH:27][C:28]([CH2:31][CH2:32][C:33]([OH:35])=[O:34])=[CH:29][CH:30]=3)[CH:22]=[CH:23][CH:24]=2)[CH2:17][CH3:18])=[CH:12][CH:13]=1)[CH2:4][CH2:5][CH3:6].